Dataset: Forward reaction prediction with 1.9M reactions from USPTO patents (1976-2016). Task: Predict the product of the given reaction. (1) Given the reactants [C:1]([O:5][C:6]([N:8]1[CH2:13][CH2:12][CH:11]([N:14]2[C:18]3=[N:19][CH:20]=[N:21][C:22](Cl)=[C:17]3[CH:16]=[N:15]2)[CH2:10][CH2:9]1)=[O:7])([CH3:4])([CH3:3])[CH3:2].[Cl:24][C:25]1[CH:26]=[C:27]([OH:31])[CH:28]=[N:29][CH:30]=1.C(=O)([O-])[O-].[K+].[K+], predict the reaction product. The product is: [C:1]([O:5][C:6]([N:8]1[CH2:13][CH2:12][CH:11]([N:14]2[C:18]3=[N:19][CH:20]=[N:21][C:22]([O:31][C:27]4[CH:28]=[N:29][CH:30]=[C:25]([Cl:24])[CH:26]=4)=[C:17]3[CH:16]=[N:15]2)[CH2:10][CH2:9]1)=[O:7])([CH3:3])([CH3:4])[CH3:2]. (2) Given the reactants [S:1]1[CH:5]=[C:4]([C:6]([OH:8])=O)[N:3]=[CH:2]1.CN(C(ON1N=NC2C=CC=NC1=2)=[N+](C)C)C.F[P-](F)(F)(F)(F)F.CCN(C(C)C)C(C)C.[NH2:42][C:43]1[S:47][C:46]([C:48]2[S:49][C:50]([C:66]([O:68][CH3:69])=[O:67])=[C:51]([N:53]([C:57]([C@H:59]3[CH2:64][CH2:63][C@H:62]([CH3:65])[CH2:61][CH2:60]3)=[O:58])[CH:54]([CH3:56])[CH3:55])[CH:52]=2)=[CH:45][CH:44]=1, predict the reaction product. The product is: [CH3:65][C@H:62]1[CH2:63][CH2:64][C@H:59]([C:57]([N:53]([CH:54]([CH3:56])[CH3:55])[C:51]2[CH:52]=[C:48]([C:46]3[S:47][C:43]([NH:42][C:6]([C:4]4[N:3]=[CH:2][S:1][CH:5]=4)=[O:8])=[CH:44][CH:45]=3)[S:49][C:50]=2[C:66]([O:68][CH3:69])=[O:67])=[O:58])[CH2:60][CH2:61]1. (3) Given the reactants [Br:1][C:2]1[CH:3]=[C:4]2[C:9](=[CH:10][CH:11]=1)[C:8](=[O:12])[NH:7][CH:6]=[CH:5]2.CS(O)(=O)=O.[C:18](O)(=[O:20])C.C(O)(=O)C.I(C1C=CC=CC=1)=O, predict the reaction product. The product is: [Br:1][C:2]1[CH:3]=[C:4]2[C:9](=[CH:10][CH:11]=1)[C:8](=[O:12])[NH:7][CH:6]=[C:5]2[O:20][CH3:18]. (4) Given the reactants Br[C:2]1[CH:3]=[C:4]([C:9]2([C:19]3[CH:24]=[CH:23][N:22]=[CH:21][CH:20]=3)[C:17]3[C:12](=[CH:13][CH:14]=[CH:15][CH:16]=3)[C:11]([NH2:18])=[N:10]2)[CH:5]=[CH:6][C:7]=1[F:8].[F:25][C:26]1[CH:27]=[N:28][CH:29]=[C:30](B2OC(C)(C)C(C)(C)O2)[CH:31]=1, predict the reaction product. The product is: [F:8][C:7]1[CH:6]=[CH:5][C:4]([C:9]2([C:19]3[CH:24]=[CH:23][N:22]=[CH:21][CH:20]=3)[C:17]3[C:12](=[CH:13][CH:14]=[CH:15][CH:16]=3)[C:11]([NH2:18])=[N:10]2)=[CH:3][C:2]=1[C:30]1[CH:29]=[N:28][CH:27]=[C:26]([F:25])[CH:31]=1. (5) The product is: [CH3:1][O:2][C:3]1[C:4]([O:16][CH3:17])=[CH:5][C:6]2[N:11]([CH3:12])[C:10](=[O:13])[CH2:20][NH:19][C:8](=[O:9])[C:7]=2[CH:15]=1. Given the reactants [CH3:1][O:2][C:3]1[C:4]([O:16][CH3:17])=[CH:5][C:6]2[N:11]([CH3:12])[C:10](=[O:13])[O:9][C:8](=O)[C:7]=2[CH:15]=1.Cl.[NH2:19][CH2:20]C(OC)=O.CC(O)=O, predict the reaction product. (6) Given the reactants O1[C:5]2([CH2:10][CH2:9][CH:8]([O:11][C:12]3[CH:17]=[C:16]([C:18]([OH:21])([CH3:20])[CH3:19])[CH:15]=[C:14]([C:22]([F:25])([F:24])[F:23])[N:13]=3)[CH2:7][CH2:6]2)[O:4]CC1.Cl.O, predict the reaction product. The product is: [OH:21][C:18]([C:16]1[CH:15]=[C:14]([C:22]([F:24])([F:25])[F:23])[N:13]=[C:12]([O:11][CH:8]2[CH2:9][CH2:10][C:5](=[O:4])[CH2:6][CH2:7]2)[CH:17]=1)([CH3:20])[CH3:19]. (7) Given the reactants [C:1]([O:5][C:6]([N:8]1[CH2:13][CH2:12][C@@H:11]([C:14]2[CH:35]=[CH:34][C:17]3[C:18]4[N:22]([CH2:23][CH2:24][O:25][C:16]=3[CH:15]=2)[CH:21]=[C:20]([C:26]2[N:27]([CH:31]([CH3:33])[CH3:32])[N:28]=[CH:29][N:30]=2)[N:19]=4)[C@H:10]([OH:36])[CH2:9]1)=[O:7])([CH3:4])([CH3:3])[CH3:2].CC(OI1(OC(C)=O)(OC(C)=O)OC(=O)C2C=CC=CC1=2)=O.S(=O)(=O)(O)[O-].[Na+].C(=O)(O)[O-].[Na+], predict the reaction product. The product is: [C:1]([O:5][C:6]([N:8]1[CH2:13][CH2:12][CH:11]([C:14]2[CH:35]=[CH:34][C:17]3[C:18]4[N:22]([CH2:23][CH2:24][O:25][C:16]=3[CH:15]=2)[CH:21]=[C:20]([C:26]2[N:27]([CH:31]([CH3:32])[CH3:33])[N:28]=[CH:29][N:30]=2)[N:19]=4)[C:10](=[O:36])[CH2:9]1)=[O:7])([CH3:2])([CH3:4])[CH3:3]. (8) Given the reactants I[C:2]1[CH:3]=[C:4]([CH:22]=[CH:23][CH:24]=1)[CH2:5][N:6]([C:11]1[CH:16]=[CH:15][CH:14]=[C:13]([C:17]2[NH:21][N:20]=[N:19][N:18]=2)[CH:12]=1)[C:7](=[O:10])[CH2:8][CH3:9].[CH:25]#[C:26][CH2:27][CH2:28][CH3:29], predict the reaction product. The product is: [C:25]([C:2]1[CH:3]=[C:4]([CH:22]=[CH:23][CH:24]=1)[CH2:5][N:6]([C:11]1[CH:16]=[CH:15][CH:14]=[C:13]([C:17]2[NH:21][N:20]=[N:19][N:18]=2)[CH:12]=1)[C:7](=[O:10])[CH2:8][CH3:9])#[C:26][CH2:27][CH2:28][CH3:29]. (9) Given the reactants [C:1](OCC)(=O)CC(OCC)=O.[H-].[Na+].[Br:14][C:15]1[C:16](Cl)=[N:17][CH:18]=[C:19]([N+:21]([O-:23])=[O:22])[CH:20]=1, predict the reaction product. The product is: [Br:14][C:15]1[C:16]([CH3:1])=[N:17][CH:18]=[C:19]([N+:21]([O-:23])=[O:22])[CH:20]=1. (10) Given the reactants [CH3:1][O:2][C:3](=[O:26])[CH2:4][CH2:5][CH2:6][C:7]#[C:8][CH2:9][N:10]1[C:15](=[O:16])[CH2:14][CH2:13][CH2:12][C@@H:11]1/[CH:17]=[CH:18]/[CH:19]([OH:25])[CH2:20][CH2:21][CH2:22][CH2:23][CH3:24].[H][H], predict the reaction product. The product is: [CH3:1][O:2][C:3](=[O:26])[CH2:4][CH2:5][CH2:6]/[CH:7]=[CH:8]\[CH2:9][N:10]1[C:15](=[O:16])[CH2:14][CH2:13][CH2:12][C@@H:11]1/[CH:17]=[CH:18]/[CH:19]([OH:25])[CH2:20][CH2:21][CH2:22][CH2:23][CH3:24].